This data is from Full USPTO retrosynthesis dataset with 1.9M reactions from patents (1976-2016). The task is: Predict the reactants needed to synthesize the given product. (1) Given the product [C:19]1([CH3:22])[CH:20]=[CH:21][C:16]([NH:15][C:24]2[C:23]([NH:15][C:16]3[CH:17]=[CH:18][C:19]([CH3:22])=[CH:20][CH:21]=3)=[CH:28][CH:27]=[CH:26][C:25]=2[C:38]2[S:37][C:36]3[CH:54]=[CH:32][CH:33]=[CH:34][C:35]=3[CH:39]=2)=[CH:17][CH:18]=1, predict the reactants needed to synthesize it. The reactants are: CC1(C)C(C)(C)OB(C2C=CC([N:15]([C:23]3[CH:28]=[CH:27][C:26](C)=[CH:25][CH:24]=3)[C:16]3[CH:21]=[CH:20][C:19]([CH3:22])=[CH:18][CH:17]=3)=CC=2)O1.Br[C:32]1[CH:33]=[CH:34][C:35]2[C:39](C3C=CC(C)=CC=3)=[C:38](C3C=CC(C)=CC=3)[S:37][C:36]=2[CH:54]=1. (2) Given the product [CH3:1][S:2][C:11]1[CH:12]=[C:13]([C:17]2[S:21][C:20]([C:22]([O:24][C:25]([CH3:28])([CH3:27])[CH3:26])=[O:23])=[CH:19][CH:18]=2)[N:14]=[N:15][CH:16]=1, predict the reactants needed to synthesize it. The reactants are: [CH3:1][S:2]SC.C([Li])CCC.Cl[C:11]1[CH:12]=[C:13]([C:17]2[S:21][C:20]([C:22]([O:24][C:25]([CH3:28])([CH3:27])[CH3:26])=[O:23])=[CH:19][CH:18]=2)[N:14]=[N:15][CH:16]=1.O. (3) Given the product [C:26]([C:28]1[CH:33]=[C:32]([C:34]([F:37])([F:36])[F:35])[CH:31]=[CH:30][C:29]=1[N:38]1[CH2:43][CH2:42][O:41][C:40]2[CH:44]=[C:45]([S:49]([NH:8][C:9]3[S:10][CH:11]=[CH:12][N:13]=3)(=[O:51])=[O:50])[C:46]([F:48])=[CH:47][C:39]1=2)#[N:27], predict the reactants needed to synthesize it. The reactants are: COC1C=CC(C[NH:8][C:9]2[S:10][CH:11]=[CH:12][N:13]=2)=CC=1.C[Si]([N-][Si](C)(C)C)(C)C.[Li+].[C:26]([C:28]1[CH:33]=[C:32]([C:34]([F:37])([F:36])[F:35])[CH:31]=[CH:30][C:29]=1[N:38]1[CH2:43][CH2:42][O:41][C:40]2[CH:44]=[C:45]([S:49](Cl)(=[O:51])=[O:50])[C:46]([F:48])=[CH:47][C:39]1=2)#[N:27]. (4) Given the product [O:1]=[CH:2][C@@H:3]([C@@H:5]([C@H:7]([C@H:9]([CH3:11])[OH:10])[OH:8])[OH:6])[OH:4].[OH:1][CH2:2][C:3]([C@@H:5]([C@H:7]([C@H:9]([CH3:11])[OH:10])[OH:8])[OH:6])=[O:4], predict the reactants needed to synthesize it. The reactants are: [OH:1][CH2:2][C:3]([C@H:5]([C@H:7]([C@@H:9]([CH2:11]O)[OH:10])[OH:8])[OH:6])=[O:4]. (5) Given the product [Br:8][C:5]1[CH:6]=[CH:7][C:2]([C:2]2[CH:7]=[CH:6][C:5]([Br:8])=[CH:4][C:3]=2[N+:9]([O-:11])=[O:10])=[C:3]([N+:9]([O-:11])=[O:10])[CH:4]=1, predict the reactants needed to synthesize it. The reactants are: Br[C:2]1[CH:7]=[CH:6][C:5]([Br:8])=[CH:4][C:3]=1[N+:9]([O-:11])=[O:10]. (6) Given the product [NH2:47][C:44]1[CH:45]=[CH:46][C:41]([O:40][C:39]2[CH:38]=[CH:37][N:36]=[C:35]3[N:31]([CH2:30][C:29]4[CH:50]=[CH:51][C:26]([O:25][CH3:24])=[CH:27][CH:28]=4)[N:32]=[C:33]([CH2:1][CH:2]4[CH2:7][CH2:6][N:5]([C:8]([O:10][C:11]([CH3:14])([CH3:13])[CH3:12])=[O:9])[CH2:4][CH2:3]4)[C:34]=23)=[C:42]([F:48])[CH:43]=1, predict the reactants needed to synthesize it. The reactants are: [CH2:1]=[C:2]1[CH2:7][CH2:6][N:5]([C:8]([O:10][C:11]([CH3:14])([CH3:13])[CH3:12])=[O:9])[CH2:4][CH2:3]1.B1C2CCCC1CCC2.[CH3:24][O:25][C:26]1[CH:51]=[CH:50][C:29]([CH2:30][N:31]2[C:35]3=[N:36][CH:37]=[CH:38][C:39]([O:40][C:41]4[CH:46]=[CH:45][C:44]([NH2:47])=[CH:43][C:42]=4[F:48])=[C:34]3[C:33](I)=[N:32]2)=[CH:28][CH:27]=1.C(=O)([O-])[O-].[K+].[K+].[OH-].[Na+].